The task is: Predict the reaction yield, written as a fraction of the theoretical maximum amount of product (1.0 means a 100% yield; for example, 0.34 means a 34% yield).. This data is from Reaction yield outcomes from USPTO patents with 853,638 reactions. (1) The reactants are [NH2:1][C:2]1[CH:10]=[CH:9][CH:8]=[C:7]2[C:3]=1[C:4](=[O:20])[N:5]([CH:12]1[CH2:17][CH2:16][C:15](=[O:18])[NH:14][C:13]1=[O:19])[C:6]2=[O:11].[F:21][C:22]1[CH:30]=[CH:29][CH:28]=[CH:27][C:23]=1[C:24](Cl)=[O:25].CO. The catalyst is C1COCC1. The product is [O:19]=[C:13]1[CH:12]([N:5]2[C:4](=[O:20])[C:3]3[C:7](=[CH:8][CH:9]=[CH:10][C:2]=3[NH:1][C:24](=[O:25])[C:23]3[CH:27]=[CH:28][CH:29]=[CH:30][C:22]=3[F:21])[C:6]2=[O:11])[CH2:17][CH2:16][C:15](=[O:18])[NH:14]1. The yield is 0.930. (2) The yield is 0.990. The catalyst is O1CCOCC1.ClCCl. The reactants are Cl.[O:2]1[C:6]2[CH:7]=[CH:8][CH:9]=[CH:10][C:5]=2[CH:4]=[C:3]1[C:11]1[CH:16]=[CH:15][N:14]([CH2:17][CH2:18][C:19]([CH3:34])([S:30]([CH3:33])(=[O:32])=[O:31])[C:20]([NH:22][O:23]C2CCCCO2)=[O:21])[C:13](=[O:35])[CH:12]=1.O. The product is [O:2]1[C:6]2[CH:7]=[CH:8][CH:9]=[CH:10][C:5]=2[CH:4]=[C:3]1[C:11]1[CH:16]=[CH:15][N:14]([CH2:17][CH2:18][C:19]([CH3:34])([S:30]([CH3:33])(=[O:31])=[O:32])[C:20]([NH:22][OH:23])=[O:21])[C:13](=[O:35])[CH:12]=1. (3) The yield is 0.770. The reactants are [CH2:1]([C:3]1[N:4]([C:28]2[CH:33]=[CH:32][C:31]([O:34][CH:35]3[CH2:40][CH2:39][CH:38]([CH2:41][OH:42])[CH2:37][CH2:36]3)=[CH:30][CH:29]=2)[C:5](=[O:27])[C:6]([CH2:12][C:13]2[CH:18]=[CH:17][C:16]([C:19]3[C:20]([C:25]#[N:26])=[CH:21][CH:22]=[CH:23][CH:24]=3)=[CH:15][CH:14]=2)=[C:7]([CH2:9][CH2:10][CH3:11])[N:8]=1)[CH3:2].[N:43]1C(C)=CC=CC=1C.FC(F)(F)S(O[Si](C(C)(C)C)(C)C)(=O)=O.[C:66]([O:69]CC)(=[O:68])C. The product is [CH2:1]([C:3]1[N:4]([C:28]2[CH:33]=[CH:32][C:31]([O:34][CH:35]3[CH2:36][CH2:37][CH:38]([CH2:41][OH:42])[CH2:39][CH2:40]3)=[CH:30][CH:29]=2)[C:5](=[O:27])[C:6]([CH2:12][C:13]2[CH:14]=[CH:15][C:16]([C:19]3[CH:24]=[CH:23][CH:22]=[CH:21][C:20]=3[C:25]3[NH:43][C:66](=[O:68])[O:69][N:26]=3)=[CH:17][CH:18]=2)=[C:7]([CH2:9][CH2:10][CH3:11])[N:8]=1)[CH3:2]. The catalyst is ClCCl. (4) The reactants are Br[C:2]1[C:3]2[O:12][C:11]([CH2:13][N:14]3[CH2:19][CH2:18][N:17]([S:20]([CH3:23])(=[O:22])=[O:21])[CH2:16][CH2:15]3)=[CH:10][C:4]=2[C:5](=[O:9])[N:6]([CH3:8])[CH:7]=1.IC1C(=O)N(C)C=C(I)C=1OC.C(=O)([O-])[O-].[K+].[K+].[C:42]1([CH:48]([NH:50][C:51]2[CH:56]=[CH:55][CH:54]=[C:53](B3OC(C)(C)C(C)(C)O3)[CH:52]=2)[CH3:49])[CH:47]=[CH:46][CH:45]=[CH:44][CH:43]=1. The catalyst is CCO.C1(C)C=CC=CC=1.Cl[Pd](Cl)([P](C1C=CC=CC=1)(C1C=CC=CC=1)C1C=CC=CC=1)[P](C1C=CC=CC=1)(C1C=CC=CC=1)C1C=CC=CC=1. The product is [CH3:8][N:6]1[CH:7]=[C:2]([C:55]2[CH:54]=[CH:53][CH:52]=[C:51]([NH:50][CH:48]([C:42]3[CH:47]=[CH:46][CH:45]=[CH:44][CH:43]=3)[CH3:49])[CH:56]=2)[C:3]2[O:12][C:11]([CH2:13][N:14]3[CH2:19][CH2:18][N:17]([S:20]([CH3:23])(=[O:22])=[O:21])[CH2:16][CH2:15]3)=[CH:10][C:4]=2[C:5]1=[O:9]. The yield is 0.0900. (5) The reactants are [CH3:1][C:2]1[C:9]([N+:10]([O-:12])=[O:11])=[CH:8][CH:7]=[CH:6][C:3]=1[C:4]#[N:5].P(S)(=[S:20])(OCC)OCC.C(OCC)(=O)C.CCCCCC. The catalyst is O1CCOCC1.O. The product is [CH3:1][C:2]1[C:9]([N+:10]([O-:12])=[O:11])=[CH:8][CH:7]=[CH:6][C:3]=1[C:4](=[S:20])[NH2:5]. The yield is 0.780. (6) The reactants are C(CC[C:5]1[NH:6][CH:7]=[CH:8][CH:9]=1)#N. The catalyst is CO.[Pd]. The product is [NH2:6][CH2:5][CH2:9][CH2:8][N:6]1[CH:5]=[CH:9][CH:8]=[CH:7]1. The yield is 0.900. (7) The reactants are [Br:1][C:2]1[CH:3]=[CH:4][C:5]([Cl:22])=[C:6]([N:8]2[C:13](=[O:14])[CH:12]=[C:11]([OH:15])[N:10]=[C:9]2[CH:16]2[CH2:21][CH2:20][CH2:19][CH2:18][CH2:17]2)[CH:7]=1.[Cl-].C[Al+]C.CCCCCC.BrC1C=CC(Cl)=[C:38](C=1)[NH2:39].C1(C#N)CCCCC1.C(OCC)(=O)[CH2:51][C:52]([O:54]CC)=[O:53].C[O-:62].[Na+]. The catalyst is C1(C)C=CC=CC=1.O.COCCO. The product is [Br:1][C:2]1[CH:3]=[CH:4][C:5]([Cl:22])=[C:6]([N:8]2[C:13](=[O:14])[C:12]([C:38]([NH:39][CH2:51][C:52]([OH:54])=[O:53])=[O:62])=[C:11]([OH:15])[N:10]=[C:9]2[CH:16]2[CH2:21][CH2:20][CH2:19][CH2:18][CH2:17]2)[CH:7]=1. The yield is 0.280.